From a dataset of Tox21: 12 toxicity assays (nuclear receptors and stress response pathways). Binary classification across 12 toxicity assays. (1) It tested positive (active) for: NR-ER (Estrogen Receptor agonist activity). The compound is CCCCCCCCCc1ccc(O)cc1. (2) The molecule is C[C@]12CC[C@@H]3c4ccc(OC(=O)N(CCCl)CCCl)cc4CC[C@H]3[C@@H]1CC[C@@H]2OP(=O)([O-])[O-]. It tested positive (active) for: NR-AR (Androgen Receptor agonist activity), NR-ER (Estrogen Receptor agonist activity), NR-ER-LBD (Estrogen Receptor Ligand Binding Domain agonist), and SR-p53 (p53 tumor suppressor activation). (3) The compound is CC(C)C(OC(=O)c1ccccc1)C(C)(C)COC(=O)c1ccccc1. It tested positive (active) for: NR-Aromatase (Aromatase enzyme inhibition), NR-ER (Estrogen Receptor agonist activity), and NR-ER-LBD (Estrogen Receptor Ligand Binding Domain agonist).